The task is: Predict the product of the given reaction.. This data is from Forward reaction prediction with 1.9M reactions from USPTO patents (1976-2016). (1) The product is: [CH3:1][C:2]1[CH:3]=[CH:4][C:5]([C:8]2[O:12][N:11]=[CH:10][C:9]=2[C:13]([N:19]2[CH2:23][CH2:22][CH:21]([C:24]3[CH:29]=[N:28][CH:27]=[CH:26][N:25]=3)[CH2:20]2)=[O:15])=[CH:6][CH:7]=1. Given the reactants [CH3:1][C:2]1[CH:7]=[CH:6][C:5]([C:8]2[O:12][N:11]=[CH:10][C:9]=2[C:13]([OH:15])=O)=[CH:4][CH:3]=1.Cl.Cl.Cl.[NH:19]1[CH2:23][CH2:22][CH:21]([C:24]2[CH:29]=[N:28][CH:27]=[CH:26][N:25]=2)[CH2:20]1, predict the reaction product. (2) Given the reactants [NH2:1][C:2]1[C:6]2[CH:7]=[C:8]3[CH2:15][CH2:14][CH2:13][CH2:12][CH2:11][C:9]3=[N:10][C:5]=2[S:4][C:3]=1[C:16]([NH:18][C:19]1[S:20][C:21]([C:24]2[CH:29]=[CH:28][CH:27]=[CH:26][CH:25]=2)=[N:22][N:23]=1)=[O:17].[CH2:30](I)[CH2:31][CH2:32][CH3:33].C(Cl)Cl, predict the reaction product. The product is: [CH2:30]([NH:1][C:2]1[C:6]2[CH:7]=[C:8]3[CH2:15][CH2:14][CH2:13][CH2:12][CH2:11][C:9]3=[N:10][C:5]=2[S:4][C:3]=1[C:16]([NH:18][C:19]1[S:20][C:21]([C:24]2[CH:25]=[CH:26][CH:27]=[CH:28][CH:29]=2)=[N:22][N:23]=1)=[O:17])[CH2:31][CH2:32][CH3:33]. (3) Given the reactants Cl[C:2]1[C:11]([C:12]([OH:14])=[O:13])=[CH:10][C:9]2[C:4](=[CH:5][CH:6]=[C:7]([Cl:15])[CH:8]=2)[N:3]=1.[NH2:16][C@@H:17]([CH2:21][C:22]1[CH:27]=[CH:26][C:25]([O:28][C:29]2[CH:34]=[C:33]([CH3:35])[CH:32]=[CH:31][N:30]=2)=[CH:24][CH:23]=1)[C:18]([OH:20])=[O:19], predict the reaction product. The product is: [C:18]([C@@H:17]([NH:16][C:2]1[C:11]([C:12]([OH:14])=[O:13])=[CH:10][C:9]2[C:4](=[CH:5][CH:6]=[C:7]([Cl:15])[CH:8]=2)[N:3]=1)[CH2:21][C:22]1[CH:27]=[CH:26][C:25]([O:28][C:29]2[CH:34]=[C:33]([CH3:35])[CH:32]=[CH:31][N:30]=2)=[CH:24][CH:23]=1)([OH:20])=[O:19]. (4) Given the reactants C(=O)([O-])[O-].[Na+].[Na+].Cl[CH2:8][CH2:9][CH2:10][C:11]1[CH:12]=[C:13]2[C:18](=[CH:19][CH:20]=1)[NH:17][C:16](=[O:21])[CH:15]([CH3:22])[CH2:14]2.Cl.[N:24]1([C:30]2[C:34]3[CH:35]=[CH:36][CH:37]=[CH:38][C:33]=3[S:32][N:31]=2)[CH2:29][CH2:28][NH:27][CH2:26][CH2:25]1, predict the reaction product. The product is: [S:32]1[C:33]2[CH:38]=[CH:37][CH:36]=[CH:35][C:34]=2[C:30]([N:24]2[CH2:25][CH2:26][N:27]([CH2:8][CH2:9][CH2:10][C:11]3[CH:12]=[C:13]4[C:18](=[CH:19][CH:20]=3)[NH:17][C:16](=[O:21])[CH:15]([CH3:22])[CH2:14]4)[CH2:28][CH2:29]2)=[N:31]1. (5) Given the reactants C(N(CC)CC)C.C([NH:11][CH:12]([CH:16]1[CH2:21][CH2:20][CH2:19][CH2:18][CH2:17]1)[C:13]([OH:15])=[O:14])(=O)C, predict the reaction product. The product is: [NH2:11][CH:12]([C:16]1[CH:21]=[CH:20][CH:19]=[CH:18][CH:17]=1)[C:13]([OH:15])=[O:14]. (6) Given the reactants [C:1](Cl)(=[O:6])[C:2]([CH3:5])([CH3:4])[CH3:3].[C:8]1([C:14]#[C:15][C:16]2[CH:34]=[CH:33][C:19]([C:20]([NH:22][C:23]3[CH:28]=[CH:27][CH:26]=[CH:25][C:24]=3[S:29](=[O:32])(=[O:31])[NH2:30])=[O:21])=[CH:18][CH:17]=2)[CH:13]=[CH:12][CH:11]=[CH:10][CH:9]=1, predict the reaction product. The product is: [C:8]1([C:14]#[C:15][C:16]2[CH:34]=[CH:33][C:19]([C:20]([NH:22][C:23]3[CH:28]=[CH:27][CH:26]=[CH:25][C:24]=3[S:29]([NH:30][C:1](=[O:6])[C:2]([CH3:5])([CH3:4])[CH3:3])(=[O:31])=[O:32])=[O:21])=[CH:18][CH:17]=2)[CH:9]=[CH:10][CH:11]=[CH:12][CH:13]=1.